From a dataset of Peptide-MHC class II binding affinity with 134,281 pairs from IEDB. Regression. Given a peptide amino acid sequence and an MHC pseudo amino acid sequence, predict their binding affinity value. This is MHC class II binding data. The peptide sequence is ITDTTIGTGDDCISI. The MHC is DRB1_1302 with pseudo-sequence DRB1_1302. The binding affinity (normalized) is 0.143.